From a dataset of Reaction yield outcomes from USPTO patents with 853,638 reactions. Predict the reaction yield, written as a fraction of the theoretical maximum amount of product (1.0 means a 100% yield; for example, 0.34 means a 34% yield). (1) The reactants are [C:1]([O:5][C:6](=[O:21])[C@H:7]([NH:14][CH2:15][CH2:16][CH2:17][C:18](O)=[O:19])[C:8]1[CH:13]=[CH:12][CH:11]=[CH:10][CH:9]=1)([CH3:4])([CH3:3])[CH3:2].Cl.C(N=C=NCCCN(C)C)C. The catalyst is N1C=CC=CC=1.CN(C)C=O.CCOC(C)=O. The product is [O:19]=[C:18]1[CH2:17][CH2:16][CH2:15][N:14]1[C@H:7]([C:8]1[CH:13]=[CH:12][CH:11]=[CH:10][CH:9]=1)[C:6]([O:5][C:1]([CH3:4])([CH3:3])[CH3:2])=[O:21]. The yield is 0.860. (2) The reactants are [F:1][C:2]([F:14])([F:13])[CH2:3][N:4]1[CH:8]=[CH:7][C:6]([C:9]([O:11]C)=[O:10])=[N:5]1.[OH-].[Li+]. The catalyst is C1COCC1.CO.O. The product is [F:14][C:2]([F:1])([F:13])[CH2:3][N:4]1[CH:8]=[CH:7][C:6]([C:9]([OH:11])=[O:10])=[N:5]1. The yield is 0.690. (3) The reactants are I[C:2]1[N:10]2[C:5]([CH:6]=[CH:7][CH:8]=[CH:9]2)=[CH:4][C:3]=1[C:11]([O:13][CH2:14][CH3:15])=[O:12].[CH:16]#[C:17][CH2:18][CH2:19][CH3:20].C(NCC)C. The catalyst is CN(C=O)C.CCOC(C)=O.[Cu]I.Cl[Pd](Cl)([P](C1C=CC=CC=1)(C1C=CC=CC=1)C1C=CC=CC=1)[P](C1C=CC=CC=1)(C1C=CC=CC=1)C1C=CC=CC=1. The product is [C:16]([C:2]1[N:10]2[C:5]([CH:6]=[CH:7][CH:8]=[CH:9]2)=[CH:4][C:3]=1[C:11]([O:13][CH2:14][CH3:15])=[O:12])#[C:17][CH2:18][CH2:19][CH3:20]. The yield is 0.520. (4) The reactants are [F:1][C:2]1[CH:9]=[CH:8][C:5]([CH2:6][OH:7])=[CH:4][C:3]=1[N+:10]([O-])=O. The catalyst is CCO.[Pd]. The product is [NH2:10][C:3]1[CH:4]=[C:5]([CH2:6][OH:7])[CH:8]=[CH:9][C:2]=1[F:1]. The yield is 0.980. (5) The reactants are [CH:1]1([NH:6][C:7]2[N:12]3[N:13]=[C:14]([C:23]4[CH:28]=[CH:27][C:26]([F:29])=[CH:25][CH:24]=4)[C:15]([C:16]4[CH:21]=[CH:20][N:19]=[C:18](F)[CH:17]=4)=[C:11]3[CH:10]=[CH:9][CH:8]=2)[CH2:5][CH2:4][CH2:3][CH2:2]1. The catalyst is C1(N)CCCC1. The product is [CH:1]1([NH:6][C:7]2[N:12]3[N:13]=[C:14]([C:23]4[CH:24]=[CH:25][C:26]([F:29])=[CH:27][CH:28]=4)[C:15]([C:16]4[CH:21]=[CH:20][N:19]=[C:18]([NH:6][CH:1]5[CH2:5][CH2:4][CH2:3][CH2:2]5)[CH:17]=4)=[C:11]3[CH:10]=[CH:9][CH:8]=2)[CH2:2][CH2:3][CH2:4][CH2:5]1. The yield is 0.720. (6) The reactants are [Si]([O:8][CH2:9][C:10]1[N:11]=[C:12]([C:15]2([NH:21][S@@:22]([C:24]([CH3:27])([CH3:26])[CH3:25])=[O:23])[CH2:20][CH2:19][O:18][CH2:17][CH2:16]2)[S:13][CH:14]=1)(C(C)(C)C)(C)C.F.F.F.C(N(CC)CC)C. The catalyst is C1COCC1.C(Cl)Cl. The product is [OH:8][CH2:9][C:10]1[N:11]=[C:12]([C:15]2([NH:21][S@@:22]([C:24]([CH3:27])([CH3:26])[CH3:25])=[O:23])[CH2:20][CH2:19][O:18][CH2:17][CH2:16]2)[S:13][CH:14]=1. The yield is 0.930.